Dataset: Forward reaction prediction with 1.9M reactions from USPTO patents (1976-2016). Task: Predict the product of the given reaction. (1) Given the reactants [Cl:1][C:2]1[CH:9]=[C:8]([Cl:10])[CH:7]=[C:6]([Cl:11])[C:3]=1[CH2:4]O.S(Cl)([Cl:14])=O.CN(C=O)C, predict the reaction product. The product is: [Cl:1][C:2]1[CH:9]=[C:8]([Cl:10])[CH:7]=[C:6]([Cl:11])[C:3]=1[CH2:4][Cl:14]. (2) The product is: [Br:1][C:2]1[CH:7]=[CH:6][CH:5]=[CH:4][C:3]=1[CH:8]([OH:10])[CH3:9]. Given the reactants [Br:1][C:2]1[CH:7]=[CH:6][CH:5]=[CH:4][C:3]=1[C:8](=[O:10])[CH3:9].CO.[BH4-].[Na+].CC(C)=O, predict the reaction product. (3) The product is: [CH:1]1([NH:4][C:5]([C@H:7]2[CH2:11][CH2:10][CH2:9][N:8]2[C:12]2[CH:13]=[CH:14][C:15]([NH:18][C:19]3[N:21]=[C:26]([C:28]4[N:32]([CH:33]([CH3:35])[CH3:34])[C:31]([CH3:36])=[N:30][CH:29]=4)[CH:25]=[CH:24][N:20]=3)=[CH:16][CH:17]=2)=[O:6])[CH2:3][CH2:2]1. Given the reactants [CH:1]1([NH:4][C:5]([C@H:7]2[CH2:11][CH2:10][CH2:9][N:8]2[C:12]2[CH:17]=[CH:16][C:15]([NH:18][C:19]([NH2:21])=[NH:20])=[CH:14][CH:13]=2)=[O:6])[CH2:3][CH2:2]1.CN(C)/[CH:24]=[CH:25]/[C:26]([C:28]1[N:32]([CH:33]([CH3:35])[CH3:34])[C:31]([CH3:36])=[N:30][CH:29]=1)=O, predict the reaction product. (4) Given the reactants C[O:2][C:3](=[O:21])[CH2:4][CH2:5][N:6]1[C:11]2[CH:12]=[CH:13][C:14]([CH3:16])=[CH:15][C:10]=2[O:9][CH:8]([CH:17]([CH3:19])[CH3:18])[C:7]1=[O:20].[OH-].[Na+], predict the reaction product. The product is: [CH:17]([CH:8]1[C:7](=[O:20])[N:6]([CH2:5][CH2:4][C:3]([OH:21])=[O:2])[C:11]2[CH:12]=[CH:13][C:14]([CH3:16])=[CH:15][C:10]=2[O:9]1)([CH3:19])[CH3:18]. (5) Given the reactants [NH2:1][C:2]1[N:3]=[CH:4][C:5]([C:8]2[C:9]([F:19])=[C:10]([OH:18])[C:11]([CH:14]3[CH2:17][CH2:16][CH2:15]3)=[CH:12][CH:13]=2)=[N:6][CH:7]=1.Br[CH2:21][C:22]1[CH:27]=[CH:26][CH:25]=[C:24]([F:28])[C:23]=1[F:29], predict the reaction product. The product is: [CH:14]1([C:11]2[CH:12]=[CH:13][C:8]([C:5]3[N:6]=[CH:7][C:2]([NH2:1])=[N:3][CH:4]=3)=[C:9]([F:19])[C:10]=2[O:18][CH2:21][C:22]2[CH:27]=[CH:26][CH:25]=[C:24]([F:28])[C:23]=2[F:29])[CH2:15][CH2:16][CH2:17]1.